This data is from Full USPTO retrosynthesis dataset with 1.9M reactions from patents (1976-2016). The task is: Predict the reactants needed to synthesize the given product. (1) The reactants are: [F:1][CH:2]([F:25])[C:3]1[N:8]2[N:9]=[CH:10][C:11]([C:12]([OH:14])=O)=[C:7]2[N:6]=[C:5]([C:15]2[CH:20]=[CH:19][C:18]([C:21]([F:24])([F:23])[F:22])=[CH:17][CH:16]=2)[CH:4]=1.[OH:26][CH2:27][CH2:28][N:29]([CH3:42])[S:30]([C:33]1[S:34][C:35]([Cl:41])=[C:36]([N+:38]([O-])=O)[CH:37]=1)(=[O:32])=[O:31]. Given the product [Cl:41][C:35]1[S:34][C:33]([S:30](=[O:32])(=[O:31])[N:29]([CH2:28][CH2:27][OH:26])[CH3:42])=[CH:37][C:36]=1[NH:38][C:12]([C:11]1[CH:10]=[N:9][N:8]2[C:3]([CH:2]([F:1])[F:25])=[CH:4][C:5]([C:15]3[CH:16]=[CH:17][C:18]([C:21]([F:24])([F:23])[F:22])=[CH:19][CH:20]=3)=[N:6][C:7]=12)=[O:14], predict the reactants needed to synthesize it. (2) Given the product [N:9]([CH2:6][C@@H:4]([OH:5])[CH2:3][C:2]([F:8])([F:7])[F:1])=[N+:10]=[N-:11], predict the reactants needed to synthesize it. The reactants are: [F:1][C:2]([F:8])([F:7])[CH2:3][C@H:4]1[CH2:6][O:5]1.[N-:9]=[N+:10]=[N-:11].[Na+].[NH4+].[Cl-].